From a dataset of Full USPTO retrosynthesis dataset with 1.9M reactions from patents (1976-2016). Predict the reactants needed to synthesize the given product. (1) The reactants are: [NH:1]1[CH2:8][CH2:7][CH2:6][C@@H:2]1[C:3]([OH:5])=[O:4].[C:9](=O)([O-])[O-].[K+].[K+].CO.Cl[C:18]([O:20][CH2:21][CH3:22])=[O:19]. Given the product [N:1]1([C:18]([O:20][CH2:21][CH3:22])=[O:19])[CH2:8][CH2:7][CH2:6][C@@H:2]1[C:3]([O:5][CH3:9])=[O:4], predict the reactants needed to synthesize it. (2) Given the product [CH:4]([O:15][CH:14]([CH3:16])[CH3:13])([CH3:9])[CH3:5].[CH3:19][O:18][C:12](=[O:17])[C:13]([C:14](=[O:15])[CH3:16])=[CH:10][C:9]1[C:4]2=[N:3][O:2][N:1]=[C:5]2[CH:6]=[CH:7][CH:8]=1, predict the reactants needed to synthesize it. The reactants are: [N:1]1[O:2][N:3]=[C:4]2[C:9]([CH:10]=O)=[CH:8][CH:7]=[CH:6][C:5]=12.[C:12]([O:18][CH3:19])(=[O:17])[CH2:13][C:14]([CH3:16])=[O:15].